From a dataset of Full USPTO retrosynthesis dataset with 1.9M reactions from patents (1976-2016). Predict the reactants needed to synthesize the given product. (1) Given the product [ClH:25].[CH2:1]([O:8][C:9](=[O:24])[C@@H:10]([NH:20][C:21](=[O:23])[CH3:22])[CH2:11][NH2:12])[C:2]1[CH:3]=[CH:4][CH:5]=[CH:6][CH:7]=1, predict the reactants needed to synthesize it. The reactants are: [CH2:1]([O:8][C:9](=[O:24])[C@@H:10]([NH:20][C:21](=[O:23])[CH3:22])[CH2:11][NH:12]C(OC(C)(C)C)=O)[C:2]1[CH:7]=[CH:6][CH:5]=[CH:4][CH:3]=1.[ClH:25]. (2) Given the product [C:1]1([S:7]([OH:10])(=[O:9])=[O:8])[CH:6]=[CH:5][CH:4]=[CH:3][CH:2]=1.[C:11]([C:13]1[CH:18]=[CH:17][CH:16]=[CH:15][C:14]=1[C:19]1[C:20](=[O:37])[N:21]([C:31]2[CH:36]=[CH:35][CH:34]=[CH:33][CH:32]=2)[CH:22]=[C:23]([C:25]2[CH:30]=[CH:29][CH:28]=[CH:27][N:26]=2)[CH:24]=1)#[N:12], predict the reactants needed to synthesize it. The reactants are: [C:1]1([S:7]([OH:10])(=[O:9])=[O:8])[CH:6]=[CH:5][CH:4]=[CH:3][CH:2]=1.[C:11]([C:13]1[CH:18]=[CH:17][CH:16]=[CH:15][C:14]=1[C:19]1[C:20](=[O:37])[N:21]([C:31]2[CH:36]=[CH:35][CH:34]=[CH:33][CH:32]=2)[CH:22]=[C:23]([C:25]2[CH:30]=[CH:29][CH:28]=[CH:27][N:26]=2)[CH:24]=1)#[N:12].CC(C)=O. (3) Given the product [CH2:39]([N:41]1[CH2:46][CH2:45][N:44]([C:2]2[N:10]=[C:9]3[C:5]([N:6]=[CH:7][N:8]3[CH:11]([C:13]3[CH:18]=[CH:17][C:16]([F:19])=[CH:15][CH:14]=3)[CH3:12])=[C:4]([NH:20][CH2:21][CH2:22][C:23]3[CH:28]=[CH:27][C:26]([OH:29])=[CH:25][CH:24]=3)[N:3]=2)[CH2:43][CH2:42]1)[CH3:40], predict the reactants needed to synthesize it. The reactants are: Cl[C:2]1[N:10]=[C:9]2[C:5]([N:6]=[CH:7][N:8]2[CH:11]([C:13]2[CH:18]=[CH:17][C:16]([F:19])=[CH:15][CH:14]=2)[CH3:12])=[C:4]([NH:20][CH2:21][CH2:22][C:23]2[CH:28]=[CH:27][C:26]([OH:29])=[CH:25][CH:24]=2)[N:3]=1.CCN(C(C)C)C(C)C.[CH2:39]([N:41]1[CH2:46][CH2:45][NH:44][CH2:43][CH2:42]1)[CH3:40].